Dataset: Peptide-MHC class I binding affinity with 185,985 pairs from IEDB/IMGT. Task: Regression. Given a peptide amino acid sequence and an MHC pseudo amino acid sequence, predict their binding affinity value. This is MHC class I binding data. (1) The peptide sequence is KRTLAAMPE. The MHC is HLA-A24:02 with pseudo-sequence HLA-A24:02. The binding affinity (normalized) is 0.0141. (2) The peptide sequence is TEAEKWPFF. The MHC is HLA-C14:02 with pseudo-sequence HLA-C14:02. The binding affinity (normalized) is 0.0847. (3) The peptide sequence is KVGNFTGLY. The MHC is HLA-A68:01 with pseudo-sequence HLA-A68:01. The binding affinity (normalized) is 0.0353.